Dataset: Full USPTO retrosynthesis dataset with 1.9M reactions from patents (1976-2016). Task: Predict the reactants needed to synthesize the given product. (1) Given the product [CH3:29][S:30]([OH:33])(=[O:32])=[O:31].[C:18]([OH:20])([C:17]([F:22])([F:21])[F:16])=[O:19], predict the reactants needed to synthesize it. The reactants are: OC1C=CC=CC=1C(C1C=CC=CC=1)=O.[F:16][C:17]([F:22])([F:21])[C:18]([OH:20])=[O:19].O.C([O-])(O)=O.[Na+].[CH3:29][S:30]([OH:33])(=[O:32])=[O:31]. (2) Given the product [CH2:7]([N:14]1[CH2:18][C:19]2[N:20]=[CH:21][C:22]([N:26]3[CH2:31][CH2:30][CH2:29][CH2:28][CH:27]3[CH3:32])=[N:23][C:24]=2[O:17][CH2:16][CH2:15]1)[C:8]1[CH:13]=[CH:12][CH:11]=[CH:10][CH:9]=1, predict the reactants needed to synthesize it. The reactants are: CC(C)([O-])C.[K+].[CH2:7]([N:14]([CH2:18][C:19]1[C:24](Cl)=[N:23][C:22]([N:26]2[CH2:31][CH2:30][CH2:29][CH2:28][CH:27]2[CH3:32])=[CH:21][N:20]=1)[CH2:15][CH2:16][OH:17])[C:8]1[CH:13]=[CH:12][CH:11]=[CH:10][CH:9]=1.O. (3) The reactants are: [N+](=[C:3]1[C:11]2[C:6](=[CH:7][CH:8]=[C:9]([F:12])[CH:10]=2)[NH:5][C:4]1=[O:13])=[N-].[I:14][C:15]1[CH:20]=[CH:19][C:18]([C:21]([CH:23]([CH3:25])[CH3:24])=[CH2:22])=[CH:17][CH:16]=1. Given the product [F:12][C:9]1[CH:10]=[C:11]2[C:6](=[CH:7][CH:8]=1)[NH:5][C:4](=[O:13])[C@:3]12[CH2:22][C@:21]1([C:18]1[CH:17]=[CH:16][C:15]([I:14])=[CH:20][CH:19]=1)[CH:23]([CH3:25])[CH3:24], predict the reactants needed to synthesize it. (4) Given the product [CH3:13][CH:14]([CH3:24])[CH2:15][CH2:16][CH2:17][CH2:18][CH2:19][CH2:20][C:21]([O:12][CH2:1][C:2]1[CH:11]=[CH:10][C:7]([O:8][CH3:9])=[C:4]([O:5][CH3:6])[CH:3]=1)=[O:22], predict the reactants needed to synthesize it. The reactants are: [CH2:1]([OH:12])[C:2]1[CH:11]=[CH:10][C:7]([O:8][CH3:9])=[C:4]([O:5][CH3:6])[CH:3]=1.[CH3:13][CH:14]([CH3:24])[CH2:15][CH2:16][CH2:17][CH2:18][CH2:19][CH2:20][C:21](O)=[O:22].O.